The task is: Binary Classification. Given a miRNA mature sequence and a target amino acid sequence, predict their likelihood of interaction.. This data is from Experimentally validated miRNA-target interactions with 360,000+ pairs, plus equal number of negative samples. The miRNA is hsa-miR-6826-3p with sequence CUCCCCUCUCUUUCCUGUUCAG. The protein sequence of the target gene is MADKPDMGEIASFDKAKLKKTETQEKNTLPTKETIEQEKRSEIS. Result: 0 (no interaction).